Dataset: Experimentally validated miRNA-target interactions with 360,000+ pairs, plus equal number of negative samples. Task: Binary Classification. Given a miRNA mature sequence and a target amino acid sequence, predict their likelihood of interaction. The miRNA is hsa-miR-4765 with sequence UGAGUGAUUGAUAGCUAUGUUC. The protein sequence of the target gene is MEPGPDGPAASGPAAIREGWFRETCSLWPGQALSLQVEQLLHHRRSRYQDILVFRSKTYGNVLVLDGVIQCTERDEFSYQEMIANLPLCSHPNPRKVLIIGGGDGGVLREVVKHPSVESVVQCEIDEDVIQVSKKFLPGMAIGYSSSKLTLHVGDGFEFMKQNQDAFDVIITDSSDPMGPAESLFKESYYQLMKTALKEDGVLCCQGECQWLHLDLIKEMRQFCQSLFPVVAYAYCTIPTYPSGQIGFMLCSKNPSTNFQEPVQPLTQQQVAQMQLKYYNSDVHRAAFVLPEFARKALND.... Result: 1 (interaction).